Predict the reaction yield, written as a fraction of the theoretical maximum amount of product (1.0 means a 100% yield; for example, 0.34 means a 34% yield). From a dataset of Reaction yield outcomes from USPTO patents with 853,638 reactions. The reactants are Cl[C:2]1[N:7]([CH2:8][C:9]2[CH:16]=[CH:15][CH:14]=[CH:13][C:10]=2[C:11]#[N:12])[C:6](=[O:17])[NH:5][C:4](=[O:18])[CH:3]=1.[H-].[Na+].[Li+].[Br-].[C:23]([C:25]1[CH:26]=[C:27]([CH:30]=[CH:31][CH:32]=1)[CH2:28]Br)#[N:24].Cl.Cl.[NH2:35][C@@H:36]1[CH2:41][CH2:40][CH2:39][NH:38][CH2:37]1.C(=O)(O)[O-].[Na+]. The catalyst is COCCOC.CN(C=O)C. The product is [NH2:35][C@@H:36]1[CH2:41][CH2:40][CH2:39][N:38]([C:2]2[N:7]([CH2:8][C:9]3[CH:16]=[CH:15][CH:14]=[CH:13][C:10]=3[C:11]#[N:12])[C:6](=[O:17])[N:5]([CH2:28][C:27]3[CH:30]=[CH:31][CH:32]=[C:25]([C:23]#[N:24])[CH:26]=3)[C:4](=[O:18])[CH:3]=2)[CH2:37]1. The yield is 0.840.